Dataset: Catalyst prediction with 721,799 reactions and 888 catalyst types from USPTO. Task: Predict which catalyst facilitates the given reaction. (1) Reactant: C(O[BH-](OC(=O)C)OC(=O)C)(=O)C.[Na+].[C:15]([C:17]1[CH:18]=[C:19]([CH:35]=[CH:36][C:37]=1[CH3:38])[C:20]([NH:22][C:23]1[CH:28]=[CH:27][C:26]([CH:29]=O)=[C:25]([C:31]([F:34])([F:33])[F:32])[CH:24]=1)=[O:21])#[CH:16].[CH3:39][N:40]1[CH2:45][CH2:44][NH:43][CH2:42][CH2:41]1.C(N(CC)CC)C.C(=O)(O)[O-].[Na+]. Product: [C:15]([C:17]1[CH:18]=[C:19]([CH:35]=[CH:36][C:37]=1[CH3:38])[C:20]([NH:22][C:23]1[CH:28]=[CH:27][C:26]([CH2:29][N:43]2[CH2:44][CH2:45][N:40]([CH3:39])[CH2:41][CH2:42]2)=[C:25]([C:31]([F:34])([F:33])[F:32])[CH:24]=1)=[O:21])#[CH:16]. The catalyst class is: 4. (2) Reactant: [CH2:1](N(CC)CC)C.CCl.[NH:10]1[CH2:17][CH2:16][CH2:15][C@@H:11]1[C:12]([OH:14])=[O:13].[Br:18][C:19]1[CH:24]=[CH:23][CH:22]=[C:21](F)[N:20]=1.O. The catalyst class is: 12. Product: [Br:18][C:19]1[N:20]=[C:21]([N:10]2[CH2:17][CH2:16][CH2:15][C@@H:11]2[C:12]([O:14][CH3:1])=[O:13])[CH:22]=[CH:23][CH:24]=1.